Regression. Given two drug SMILES strings and cell line genomic features, predict the synergy score measuring deviation from expected non-interaction effect. From a dataset of NCI-60 drug combinations with 297,098 pairs across 59 cell lines. Drug 1: CC1=C2C(C(=O)C3(C(CC4C(C3C(C(C2(C)C)(CC1OC(=O)C(C(C5=CC=CC=C5)NC(=O)OC(C)(C)C)O)O)OC(=O)C6=CC=CC=C6)(CO4)OC(=O)C)O)C)O. Drug 2: CNC(=O)C1=NC=CC(=C1)OC2=CC=C(C=C2)NC(=O)NC3=CC(=C(C=C3)Cl)C(F)(F)F. Cell line: NCI-H322M. Synergy scores: CSS=7.32, Synergy_ZIP=2.40, Synergy_Bliss=9.94, Synergy_Loewe=6.46, Synergy_HSA=7.76.